Dataset: Reaction yield outcomes from USPTO patents with 853,638 reactions. Task: Predict the reaction yield, written as a fraction of the theoretical maximum amount of product (1.0 means a 100% yield; for example, 0.34 means a 34% yield). (1) The reactants are [C:1]([C:5]1[CH:10]=[CH:9][C:8]([C:11]2[N:15]=[C:14]([C:16]3[S:17][C:18]([C:27]([F:30])([F:29])[F:28])=[C:19]([C:21]4[CH:26]=[CH:25][CH:24]=[CH:23][CH:22]=4)[CH:20]=3)[O:13][N:12]=2)=[CH:7][CH:6]=1)(OC)=[O:2].CC(C[AlH]CC(C)C)C. The catalyst is C(Cl)Cl. The product is [OH:2][CH2:1][C:5]1[CH:10]=[CH:9][C:8]([C:11]2[N:15]=[C:14]([C:16]3[S:17][C:18]([C:27]([F:30])([F:29])[F:28])=[C:19]([C:21]4[CH:26]=[CH:25][CH:24]=[CH:23][CH:22]=4)[CH:20]=3)[O:13][N:12]=2)=[CH:7][CH:6]=1. The yield is 0.890. (2) The product is [OH:49][C:42]1[C:41]([CH2:40][NH:39][C:12](=[O:14])[C:11]2[CH:10]=[CH:9][C:8]([O:1][C:2]3[CH:3]=[CH:4][CH:5]=[CH:6][CH:7]=3)=[CH:16][CH:15]=2)=[C:46]([CH3:47])[N:45]=[C:44]([CH3:48])[N:43]=1. The yield is 0.210. The reactants are [O:1]([C:8]1[CH:16]=[CH:15][C:11]([C:12]([OH:14])=O)=[CH:10][CH:9]=1)[C:2]1[CH:7]=[CH:6][CH:5]=[CH:4][CH:3]=1.ON1C2C=CC=CC=2N=N1.Cl.C(N=C=NCCCN(C)C)C.[NH2:39][CH2:40][C:41]1[C:42]([OH:49])=[N:43][C:44]([CH3:48])=[N:45][C:46]=1[CH3:47]. The catalyst is ClCCl.C(N(CC)CC)C. (3) The reactants are O=[C:2]([CH3:13])[CH2:3][C:4]1[C:9]([C:10]([OH:12])=[O:11])=[CH:8][N:7]=[CH:6][CH:5]=1.C([O-])(O)=O.[Na+]. The catalyst is OS(O)(=O)=O. The product is [CH3:13][C:2]1[O:11][C:10](=[O:12])[C:9]2=[CH:8][N:7]=[CH:6][CH:5]=[C:4]2[CH:3]=1. The yield is 0.500.